From a dataset of Reaction yield outcomes from USPTO patents with 853,638 reactions. Predict the reaction yield, written as a fraction of the theoretical maximum amount of product (1.0 means a 100% yield; for example, 0.34 means a 34% yield). (1) The reactants are [Br:1][C:2]1[CH:7]=[CH:6][C:5]([CH2:8][CH2:9][CH2:10]O)=[CH:4][CH:3]=1.[C:12]1(=[O:22])[C:20]2[C:15](=[CH:16][CH:17]=[CH:18][CH:19]=2)[C:14](=[O:21])[NH:13]1.C1(P(C2C=CC=CC=2)C2C=CC=CC=2)C=CC=CC=1.N(C(OC(C)C)=O)=NC(OC(C)C)=O. No catalyst specified. The product is [Br:1][C:2]1[CH:3]=[CH:4][C:5]([CH2:8][CH2:9][CH2:10][N:13]2[C:14](=[O:21])[C:15]3[C:20](=[CH:19][CH:18]=[CH:17][CH:16]=3)[C:12]2=[O:22])=[CH:6][CH:7]=1. The yield is 0.870. (2) The reactants are [Br:1][C:2]1[CH:3]=[CH:4][C:5]([N:8]2[CH2:16][C@H:15]3[C@H:10]([NH:11][CH2:12][CH2:13][CH2:14]3)[CH2:9]2)=[N:6][CH:7]=1.[C:17](=O)([O-])[O-].[K+].[K+].IC. The catalyst is C(#N)C.O. The product is [Br:1][C:2]1[CH:3]=[CH:4][C:5]([N:8]2[CH2:16][C@H:15]3[C@H:10]([N:11]([CH3:17])[CH2:12][CH2:13][CH2:14]3)[CH2:9]2)=[N:6][CH:7]=1. The yield is 0.640. (3) The reactants are [NH2:1][C:2]1[CH:7]=[C:6]([C:8]([CH3:11])([CH3:10])[CH3:9])[CH:5]=[CH:4][C:3]=1[NH:12][C:13](=O)[CH2:14][CH2:15][CH2:16][CH2:17][N:18]([CH2:22][C@@H:23]1[C@@H:30]2[C@@H:26]([O:27][C:28]([CH3:32])([CH3:31])[O:29]2)[C@H:25]([N:33]2[C:37]3[N:38]=[CH:39][N:40]=[C:41]([NH:42][CH2:43][C:44]4[CH:49]=[CH:48][C:47]([O:50][CH3:51])=[CH:46][C:45]=4[O:52][CH3:53])[C:36]=3[CH:35]=[CH:34]2)[O:24]1)[CH:19]([CH3:21])[CH3:20]. The catalyst is C(O)(=O)C. The product is [C:8]([C:6]1[CH:5]=[CH:4][C:3]2[NH:12][C:13]([CH2:14][CH2:15][CH2:16][CH2:17][N:18]([CH2:22][C@@H:23]3[C@H:30]4[O:29][C:28]([CH3:31])([CH3:32])[O:27][C@H:26]4[C@H:25]([N:33]4[C:37]5[N:38]=[CH:39][N:40]=[C:41]([NH:42][CH2:43][C:44]6[CH:49]=[CH:48][C:47]([O:50][CH3:51])=[CH:46][C:45]=6[O:52][CH3:53])[C:36]=5[CH:35]=[CH:34]4)[O:24]3)[CH:19]([CH3:21])[CH3:20])=[N:1][C:2]=2[CH:7]=1)([CH3:9])([CH3:11])[CH3:10]. The yield is 0.880.